Dataset: Full USPTO retrosynthesis dataset with 1.9M reactions from patents (1976-2016). Task: Predict the reactants needed to synthesize the given product. (1) The reactants are: CS(OC[CH2:7][O:8][C:9]1[CH:14]=[CH:13][CH:12]=[C:11]([C:15]2[N:19]([C:20]3[CH:25]=[CH:24][CH:23]=[C:22]([Cl:26])[CH:21]=3)[N:18]=[C:17]([C:27]([N:29]3[CH2:33][C:32](=[O:34])[NH:31][CH2:30]3)=[O:28])[CH:16]=2)[CH:10]=1)(=O)=O.N1CCOCC1.[CH:41]([OH:43])=[O:42].ClC1C=C(N2C(C3C=CC=C(OCCCN(C)C)C=3)=C[C:53]([C:69]([N:71]3[CH2:75][C:74](=[O:76])N[CH2:72]3)=O)=N2)C=CC=1. Given the product [CH:41]([OH:43])=[O:42].[Cl:26][C:22]1[CH:21]=[C:20]([N:19]2[C:15]([C:11]3[CH:12]=[CH:13][CH:14]=[C:9]([O:8][CH2:7][CH2:72][N:71]4[CH2:69][CH2:53][O:76][CH2:74][CH2:75]4)[CH:10]=3)=[CH:16][C:17]([C:27]([N:29]3[CH2:33][C:32](=[O:34])[NH:31][CH2:30]3)=[O:28])=[N:18]2)[CH:25]=[CH:24][CH:23]=1, predict the reactants needed to synthesize it. (2) Given the product [NH2:2][CH2:18][C@@H:14]([C@@H:15]1[CH:16]=[CH:19][CH2:20][O:21]1)[OH:13], predict the reactants needed to synthesize it. The reactants are: [Cl-].[NH4+:2].CC1C=CC(S([O:13][C@@H:14]2[CH2:18]O[C@@H:16]3[C@@H:19](Br)[CH2:20][O:21][C@H:15]23)(=O)=O)=CC=1.N.CO.